From a dataset of Forward reaction prediction with 1.9M reactions from USPTO patents (1976-2016). Predict the product of the given reaction. Given the reactants [N:1]1[C:6]2[NH:7][CH:8]=[CH:9][C:5]=2[C:4]([N:10]2[CH2:14][CH2:13][C@@H:12]([N:15]([CH3:24])[C:16]3[CH:21]=[CH:20][C:19]([NH2:22])=[C:18]([NH2:23])[N:17]=3)[CH2:11]2)=[N:3][CH:2]=1.S(=O)(=O)(O)O.[N:30]([O-])=O.[Na+].C([O-])(O)=O.[Na+], predict the reaction product. The product is: [N:1]1[C:6]2[NH:7][CH:8]=[CH:9][C:5]=2[C:4]([N:10]2[CH2:14][CH2:13][C@@H:12]([N:15]([CH3:24])[C:16]3[N:17]=[C:18]4[NH:23][N:30]=[N:22][C:19]4=[CH:20][CH:21]=3)[CH2:11]2)=[N:3][CH:2]=1.